Dataset: Reaction yield outcomes from USPTO patents with 853,638 reactions. Task: Predict the reaction yield, written as a fraction of the theoretical maximum amount of product (1.0 means a 100% yield; for example, 0.34 means a 34% yield). (1) The reactants are [Cl:1][C:2]1[O:6][C:5]([C:7]([O:9][CH3:10])=[O:8])=[CH:4][C:3]=1[C:11]1[N:15]([CH2:16][CH3:17])[N:14]=[CH:13][CH:12]=1.C1C(=O)N([Cl:25])C(=O)C1. The catalyst is C1COCC1. The product is [Cl:1][C:2]1[O:6][C:5]([C:7]([O:9][CH3:10])=[O:8])=[CH:4][C:3]=1[C:11]1[N:15]([CH2:16][CH3:17])[N:14]=[CH:13][C:12]=1[Cl:25]. The yield is 0.780. (2) The reactants are CS(O[CH2:6][C@@H:7]([NH:14][C:15]([O:17][C:18]([CH3:21])([CH3:20])[CH3:19])=[O:16])[C:8]1[CH:13]=[CH:12][CH:11]=[CH:10][CH:9]=1)(=O)=O.[NH:22]1[CH2:27][CH2:26][O:25][CH2:24][CH2:23]1.C(OCC)C. The catalyst is C1COCC1. The product is [N:22]1([CH2:6][C@@H:7]([NH:14][C:15](=[O:16])[O:17][C:18]([CH3:21])([CH3:20])[CH3:19])[C:8]2[CH:13]=[CH:12][CH:11]=[CH:10][CH:9]=2)[CH2:27][CH2:26][O:25][CH2:24][CH2:23]1. The yield is 0.480. (3) The reactants are [Br:1][C:2]1[CH:3]=[C:4]2[C:8](=[CH:9][CH:10]=1)[NH:7][C:6](=[O:11])[C:5]2=[O:12].[CH2:13](O)[CH2:14][CH2:15][OH:16].O.C1(C)C=CC(S(O)(=O)=O)=CC=1. The catalyst is C1C=CC=CC=1. The product is [Br:1][C:2]1[CH:3]=[C:4]2[C:8](=[CH:9][CH:10]=1)[NH:7][C:6](=[O:11])[C:5]12[O:16][CH2:15][CH2:14][CH2:13][O:12]1. The yield is 0.460. (4) The reactants are C([Li])CCC.[CH2:6]([C@H:13]1[CH2:17][O:16][C:15](=[O:18])[NH:14]1)[C:7]1[CH:12]=[CH:11][CH:10]=[CH:9][CH:8]=1.[CH3:19][O:20][C:21]1[CH:26]=[CH:25][C:24]([CH2:27][C:28](Cl)=[O:29])=[CH:23][CH:22]=1. The catalyst is C1COCC1. The product is [CH2:6]([C@H:13]1[CH2:17][O:16][C:15](=[O:18])[N:14]1[C:28](=[O:29])[CH2:27][C:24]1[CH:25]=[CH:26][C:21]([O:20][CH3:19])=[CH:22][CH:23]=1)[C:7]1[CH:8]=[CH:9][CH:10]=[CH:11][CH:12]=1. The yield is 0.825.